From a dataset of Reaction yield outcomes from USPTO patents with 853,638 reactions. Predict the reaction yield, written as a fraction of the theoretical maximum amount of product (1.0 means a 100% yield; for example, 0.34 means a 34% yield). The reactants are [Li][CH2:2][CH2:3][CH2:4][CH3:5].[C:6]([N:13]1[C@@H:18]([CH:19]=O)[CH2:17][CH2:16][CH2:15][C@@H:14]1[CH3:21])([O:8][C:9]([CH3:12])([CH3:11])[CH3:10])=[O:7].CCOC(C)=O.CCCCCC. The catalyst is [Br-].C[P+](C1C=CC=CC=1)(C1C=CC=CC=1)C1C=CC=CC=1.C1COCC1.O. The product is [C:6]([N:13]1[C@@H:14]([CH3:21])[CH2:15][CH2:16][CH2:17][C@@H:18]1[CH:19]=[CH:2][CH2:3][CH2:4][CH3:5])([O:8][C:9]([CH3:12])([CH3:11])[CH3:10])=[O:7]. The yield is 0.870.